The task is: Regression. Given two drug SMILES strings and cell line genomic features, predict the synergy score measuring deviation from expected non-interaction effect.. This data is from NCI-60 drug combinations with 297,098 pairs across 59 cell lines. (1) Drug 1: CC12CCC(CC1=CCC3C2CCC4(C3CC=C4C5=CN=CC=C5)C)O. Drug 2: C1CN1P(=S)(N2CC2)N3CC3. Cell line: BT-549. Synergy scores: CSS=1.75, Synergy_ZIP=-2.57, Synergy_Bliss=-3.12, Synergy_Loewe=-6.60, Synergy_HSA=-3.33. (2) Drug 1: CS(=O)(=O)C1=CC(=C(C=C1)C(=O)NC2=CC(=C(C=C2)Cl)C3=CC=CC=N3)Cl. Drug 2: C1=CC(=CC=C1C#N)C(C2=CC=C(C=C2)C#N)N3C=NC=N3. Cell line: 786-0. Synergy scores: CSS=14.2, Synergy_ZIP=-1.22, Synergy_Bliss=1.07, Synergy_Loewe=1.67, Synergy_HSA=2.23. (3) Drug 1: C1=C(C(=O)NC(=O)N1)F. Drug 2: C1=CC=C(C=C1)NC(=O)CCCCCCC(=O)NO. Cell line: NCI-H522. Synergy scores: CSS=28.4, Synergy_ZIP=-4.34, Synergy_Bliss=-0.580, Synergy_Loewe=-5.19, Synergy_HSA=-0.282. (4) Drug 1: CN1CCC(CC1)COC2=C(C=C3C(=C2)N=CN=C3NC4=C(C=C(C=C4)Br)F)OC. Drug 2: CC12CCC3C(C1CCC2O)C(CC4=C3C=CC(=C4)O)CCCCCCCCCS(=O)CCCC(C(F)(F)F)(F)F. Cell line: SK-MEL-28. Synergy scores: CSS=-0.127, Synergy_ZIP=1.52, Synergy_Bliss=5.36, Synergy_Loewe=1.52, Synergy_HSA=1.65. (5) Drug 1: C1=C(C(=O)NC(=O)N1)F. Drug 2: CCN(CC)CCNC(=O)C1=C(NC(=C1C)C=C2C3=C(C=CC(=C3)F)NC2=O)C. Cell line: DU-145. Synergy scores: CSS=34.3, Synergy_ZIP=5.02, Synergy_Bliss=-1.26, Synergy_Loewe=-3.18, Synergy_HSA=-2.54. (6) Drug 1: CC(C1=C(C=CC(=C1Cl)F)Cl)OC2=C(N=CC(=C2)C3=CN(N=C3)C4CCNCC4)N. Drug 2: CCC1(CC2CC(C3=C(CCN(C2)C1)C4=CC=CC=C4N3)(C5=C(C=C6C(=C5)C78CCN9C7C(C=CC9)(C(C(C8N6C=O)(C(=O)OC)O)OC(=O)C)CC)OC)C(=O)OC)O.OS(=O)(=O)O. Cell line: MOLT-4. Synergy scores: CSS=64.4, Synergy_ZIP=3.45, Synergy_Bliss=4.20, Synergy_Loewe=-13.6, Synergy_HSA=3.49. (7) Drug 1: CC1C(C(=O)NC(C(=O)N2CCCC2C(=O)N(CC(=O)N(C(C(=O)O1)C(C)C)C)C)C(C)C)NC(=O)C3=C4C(=C(C=C3)C)OC5=C(C(=O)C(=C(C5=N4)C(=O)NC6C(OC(=O)C(N(C(=O)CN(C(=O)C7CCCN7C(=O)C(NC6=O)C(C)C)C)C)C(C)C)C)N)C. Drug 2: CCC1(C2=C(COC1=O)C(=O)N3CC4=CC5=C(C=CC(=C5CN(C)C)O)N=C4C3=C2)O.Cl. Cell line: CCRF-CEM. Synergy scores: CSS=89.1, Synergy_ZIP=3.84, Synergy_Bliss=3.84, Synergy_Loewe=6.36, Synergy_HSA=8.13. (8) Drug 1: C1=NC(=NC(=O)N1C2C(C(C(O2)CO)O)O)N. Drug 2: CC1CCC2CC(C(=CC=CC=CC(CC(C(=O)C(C(C(=CC(C(=O)CC(OC(=O)C3CCCCN3C(=O)C(=O)C1(O2)O)C(C)CC4CCC(C(C4)OC)OCCO)C)C)O)OC)C)C)C)OC. Cell line: SK-MEL-5. Synergy scores: CSS=4.08, Synergy_ZIP=-0.329, Synergy_Bliss=3.63, Synergy_Loewe=-2.86, Synergy_HSA=-3.09.